Dataset: Reaction yield outcomes from USPTO patents with 853,638 reactions. Task: Predict the reaction yield, written as a fraction of the theoretical maximum amount of product (1.0 means a 100% yield; for example, 0.34 means a 34% yield). The reactants are [C:1]([O:5][C:6]([NH:8][C@@H:9]([CH2:13][C:14]1[CH:19]=[CH:18][C:17](B2OC(C)(C)C(C)(C)O2)=[CH:16][CH:15]=1)[C:10]([OH:12])=[O:11])=[O:7])([CH3:4])([CH3:3])[CH3:2].[NH2:29][C:30]1[N:35]=[C:34](Cl)[CH:33]=[C:32]([Cl:37])[N:31]=1.C(=O)(O)[O-].[K+].O. The catalyst is C(O)C.C1COCC1.Cl[Pd](Cl)([P](C1C=CC=CC=1)(C1C=CC=CC=1)C1C=CC=CC=1)[P](C1C=CC=CC=1)(C1C=CC=CC=1)C1C=CC=CC=1. The product is [NH2:29][C:30]1[N:35]=[C:34]([C:17]2[CH:16]=[CH:15][C:14]([CH2:13][C@H:9]([NH:8][C:6]([O:5][C:1]([CH3:2])([CH3:3])[CH3:4])=[O:7])[C:10]([OH:12])=[O:11])=[CH:19][CH:18]=2)[CH:33]=[C:32]([Cl:37])[N:31]=1. The yield is 0.370.